From a dataset of Retrosynthesis with 50K atom-mapped reactions and 10 reaction types from USPTO. Predict the reactants needed to synthesize the given product. (1) The reactants are: O=Cc1ccccc1O.O=[N+]([O-])c1cc(Cl)ccc1Cl. Given the product O=Cc1ccccc1Oc1ccc(Cl)cc1[N+](=O)[O-], predict the reactants needed to synthesize it. (2) Given the product Cc1nc(Cl)c([N+](=O)[O-])c(N[C@@H](C)CO)c1C, predict the reactants needed to synthesize it. The reactants are: C[C@H](N)CO.Cc1nc(Cl)c([N+](=O)[O-])c(Cl)c1C.